From a dataset of Reaction yield outcomes from USPTO patents with 853,638 reactions. Predict the reaction yield, written as a fraction of the theoretical maximum amount of product (1.0 means a 100% yield; for example, 0.34 means a 34% yield). (1) The reactants are COC1C=C(C=C(OC)C=1OC)C=O.[CH3:15][O:16][C:17]1[CH:18]=[C:19]([CH:21]=[C:22]([O:26][CH3:27])[C:23]=1[O:24][CH3:25])[NH2:20].[CH:28]([C:30]1[CH:31]=[CH:32][C:33]2[O:37][C:36]([C:38]([O:40][CH2:41][CH3:42])=[O:39])=[CH:35][C:34]=2[CH:43]=1)=O. No catalyst specified. The product is [CH2:41]([O:40][C:38]([C:36]1[O:37][C:33]2[CH:32]=[CH:31][C:30]([CH2:28][NH:20][C:19]3[CH:21]=[C:22]([O:26][CH3:27])[C:23]([O:24][CH3:25])=[C:17]([O:16][CH3:15])[CH:18]=3)=[CH:43][C:34]=2[CH:35]=1)=[O:39])[CH3:42]. The yield is 0.990. (2) The reactants are [NH2:1][C:2]1[N:10]=[C:9]([Cl:11])[CH:8]=[CH:7][C:3]=1[C:4]([OH:6])=[O:5].[C:12](=O)([O-])[O-].[K+].[K+].IC. The catalyst is CN(C=O)C. The product is [CH3:12][O:5][C:4](=[O:6])[C:3]1[CH:7]=[CH:8][C:9]([Cl:11])=[N:10][C:2]=1[NH2:1]. The yield is 0.540. (3) The reactants are CCCCCC.[H-].[Na+].[CH3:9][O:10][C:11]([CH2:13]P(OC)(OC)=O)=[O:12].[Cl:20][C:21]1[CH:31]=[C:30]([CH2:32][CH2:33][CH3:34])[CH:29]=[C:28]([CH:35]=O)[C:22]=1[C:23]([O:25][CH2:26][CH3:27])=[O:24]. The catalyst is C1COCC1. The product is [Cl:20][C:21]1[CH:31]=[C:30]([CH2:32][CH2:33][CH3:34])[CH:29]=[C:28](/[CH:35]=[CH:13]/[C:11]([O:10][CH3:9])=[O:12])[C:22]=1[C:23]([O:25][CH2:26][CH3:27])=[O:24]. The yield is 0.950. (4) The reactants are [NH2:1][C:2]1[CH:21]=[CH:20][CH:19]=[C:18]([F:22])[C:3]=1[O:4][CH2:5][C@H:6]([NH:10][C:11]([O:13][C:14]([CH3:17])([CH3:16])[CH3:15])=[O:12])[C:7](O)=[O:8].CCN=C=NCCCN(C)C. The catalyst is CN(C=O)C.CCOC(C)=O. The product is [F:22][C:18]1[C:3]2[O:4][CH2:5][C@H:6]([NH:10][C:11](=[O:12])[O:13][C:14]([CH3:17])([CH3:16])[CH3:15])[C:7](=[O:8])[NH:1][C:2]=2[CH:21]=[CH:20][CH:19]=1. The yield is 0.420. (5) The reactants are [Cl:1][CH2:2][C:3](=O)[CH3:4].[CH2:6]([O:13][C:14]1[C:15]([NH:21][C:22]([NH2:24])=[S:23])=[N:16][CH:17]=[C:18]([Br:20])[CH:19]=1)[C:7]1[CH:12]=[CH:11][CH:10]=[CH:9][CH:8]=1.C(N(CC)CC)C.C(O)C. The catalyst is O. The product is [ClH:1].[CH2:6]([O:13][C:14]1[C:15]([NH:21][C:22]2[S:23][CH:2]=[C:3]([CH3:4])[N:24]=2)=[N:16][CH:17]=[C:18]([Br:20])[CH:19]=1)[C:7]1[CH:12]=[CH:11][CH:10]=[CH:9][CH:8]=1. The yield is 0.819.